From a dataset of Forward reaction prediction with 1.9M reactions from USPTO patents (1976-2016). Predict the product of the given reaction. (1) Given the reactants [CH3:1][O:2][C:3]1[CH:8]=[CH:7][CH:6]=[CH:5][C:4]=1[C:9]1[C:17]2[C:12](=[N:13][CH:14]=[C:15](B3OC(C)(C)C(C)(C)O3)[CH:16]=2)[N:11]([CH2:27][O:28]C(=O)C(C)(C)C)[N:10]=1.Br[C:36]1[CH:37]=[C:38]([CH:42]([OH:46])[C:43]([OH:45])=[O:44])[CH:39]=[CH:40][CH:41]=1, predict the reaction product. The product is: [OH:46][CH:42]([C:38]1[CH:39]=[CH:40][CH:41]=[C:36]([C:15]2[CH:16]=[C:17]3[C:9]([C:4]4[CH:5]=[CH:6][CH:7]=[CH:8][C:3]=4[O:2][CH3:1])=[N:10][N:11]([CH2:27][OH:28])[C:12]3=[N:13][CH:14]=2)[CH:37]=1)[C:43]([OH:45])=[O:44]. (2) Given the reactants [Cl:1][C:2]1[N:3]=[C:4](Cl)[C:5]2[S:10][CH:9]=[C:8]([CH3:11])[C:6]=2[N:7]=1.[CH2:13]([NH2:20])[C:14]1[CH:19]=[CH:18][CH:17]=[CH:16][CH:15]=1.O, predict the reaction product. The product is: [CH2:13]([NH:20][C:4]1[C:5]2[S:10][CH:9]=[C:8]([CH3:11])[C:6]=2[N:7]=[C:2]([Cl:1])[N:3]=1)[C:14]1[CH:19]=[CH:18][CH:17]=[CH:16][CH:15]=1. (3) Given the reactants [Cl:1][C:2]1[C:3]([C:9]#[N:10])=[N:4][CH:5]=[C:6](Cl)[N:7]=1.Cl.Cl.[F:13][C:14]1([F:22])[CH2:19][CH2:18][CH2:17][C@@H:16]([NH2:20])[C@H:15]1[NH2:21].CCN(C(C)C)C(C)C.O, predict the reaction product. The product is: [NH2:21][C@H:15]1[C:14]([F:22])([F:13])[CH2:19][CH2:18][CH2:17][C@H:16]1[NH:20][C:6]1[N:7]=[C:2]([Cl:1])[C:3]([C:9]#[N:10])=[N:4][CH:5]=1.